Dataset: NCI-60 drug combinations with 297,098 pairs across 59 cell lines. Task: Regression. Given two drug SMILES strings and cell line genomic features, predict the synergy score measuring deviation from expected non-interaction effect. (1) Drug 1: CC1=C(C(=CC=C1)Cl)NC(=O)C2=CN=C(S2)NC3=CC(=NC(=N3)C)N4CCN(CC4)CCO. Drug 2: C1CN(CCN1C(=O)CCBr)C(=O)CCBr. Cell line: A549. Synergy scores: CSS=47.2, Synergy_ZIP=13.3, Synergy_Bliss=13.2, Synergy_Loewe=15.5, Synergy_HSA=18.5. (2) Drug 1: CNC(=O)C1=NC=CC(=C1)OC2=CC=C(C=C2)NC(=O)NC3=CC(=C(C=C3)Cl)C(F)(F)F. Drug 2: C(CCl)NC(=O)N(CCCl)N=O. Cell line: NCI-H322M. Synergy scores: CSS=0.555, Synergy_ZIP=-0.242, Synergy_Bliss=-0.231, Synergy_Loewe=-2.55, Synergy_HSA=-1.66. (3) Drug 1: CC1C(C(CC(O1)OC2CC(CC3=C2C(=C4C(=C3O)C(=O)C5=C(C4=O)C(=CC=C5)OC)O)(C(=O)CO)O)N)O. Drug 2: CC1CCC2CC(C(=CC=CC=CC(CC(C(=O)C(C(C(=CC(C(=O)CC(OC(=O)C3CCCCN3C(=O)C(=O)C1(O2)O)C(C)CC4CCC(C(C4)OC)OP(=O)(C)C)C)C)O)OC)C)C)C)OC. Cell line: HCT116. Synergy scores: CSS=50.0, Synergy_ZIP=0.675, Synergy_Bliss=-2.57, Synergy_Loewe=-4.71, Synergy_HSA=-2.38. (4) Drug 1: C1CCC(C1)C(CC#N)N2C=C(C=N2)C3=C4C=CNC4=NC=N3. Drug 2: CC12CCC(CC1=CCC3C2CCC4(C3CC=C4C5=CN=CC=C5)C)O. Cell line: SNB-19. Synergy scores: CSS=-0.865, Synergy_ZIP=0.854, Synergy_Bliss=-0.161, Synergy_Loewe=-4.05, Synergy_HSA=-3.15. (5) Cell line: SK-MEL-5. Synergy scores: CSS=41.4, Synergy_ZIP=-1.11, Synergy_Bliss=-2.37, Synergy_Loewe=-0.279, Synergy_HSA=-1.23. Drug 2: COC1=C2C(=CC3=C1OC=C3)C=CC(=O)O2. Drug 1: CC12CCC3C(C1CCC2=O)CC(=C)C4=CC(=O)C=CC34C.